This data is from TCR-epitope binding with 47,182 pairs between 192 epitopes and 23,139 TCRs. The task is: Binary Classification. Given a T-cell receptor sequence (or CDR3 region) and an epitope sequence, predict whether binding occurs between them. (1) The epitope is AMFWSVPTV. The TCR CDR3 sequence is CASSYAGGSYEQYF. Result: 0 (the TCR does not bind to the epitope). (2) The epitope is KPLEFGATSAAL. The TCR CDR3 sequence is CASKGQDNSPLHF. Result: 1 (the TCR binds to the epitope).